From a dataset of Retrosynthesis with 50K atom-mapped reactions and 10 reaction types from USPTO. Predict the reactants needed to synthesize the given product. (1) Given the product N[C@@H](Cc1cccs1)C(=O)N1CCOCC1, predict the reactants needed to synthesize it. The reactants are: CC(C)(C)OC(=O)N[C@@H](Cc1cccs1)C(=O)N1CCOCC1. (2) Given the product CC(C)(C)COC(=O)N1CCC(Oc2ncnc3c2CCN3c2ccc(S(C)(=O)=O)cc2F)CC1, predict the reactants needed to synthesize it. The reactants are: CC(C)(C)COC(=O)N1CCC(O)CC1.CS(=O)(=O)c1ccc(N2CCc3c(Cl)ncnc32)c(F)c1. (3) Given the product CCOC(=O)/C=C/c1cc(SCc2ccccc2)c(F)cc1N, predict the reactants needed to synthesize it. The reactants are: CCOC(=O)/C=C/c1cc(Br)c(F)cc1N.SCc1ccccc1. (4) The reactants are: COc1cccc2oc(-c3nc(C)no3)cc12. Given the product Cc1noc(-c2cc3c(O)cccc3o2)n1, predict the reactants needed to synthesize it. (5) Given the product NC(=O)Cc1ccccc1, predict the reactants needed to synthesize it. The reactants are: N.O=C(Cl)Cc1ccccc1.